This data is from CYP2C19 inhibition data for predicting drug metabolism from PubChem BioAssay. The task is: Regression/Classification. Given a drug SMILES string, predict its absorption, distribution, metabolism, or excretion properties. Task type varies by dataset: regression for continuous measurements (e.g., permeability, clearance, half-life) or binary classification for categorical outcomes (e.g., BBB penetration, CYP inhibition). Dataset: cyp2c19_veith. (1) The compound is c1ccc(CN2CCN(Cc3ccc4c(c3)OCCO4)CC2)cc1. The result is 0 (non-inhibitor). (2) The compound is COc1ccc2c(c1)N(C[C@@H](C)CN(C)C)c1ccccc1S2. The result is 0 (non-inhibitor). (3) The compound is CCOc1ccc(C(CC(=O)O)NC(=O)COc2ccccc2)cc1. The result is 0 (non-inhibitor). (4) The drug is CCOC(=O)[C@@]12C[C@@H]1/C(=N/O)c1ccccc1O2. The result is 0 (non-inhibitor).